From a dataset of Full USPTO retrosynthesis dataset with 1.9M reactions from patents (1976-2016). Predict the reactants needed to synthesize the given product. (1) Given the product [CH3:1][N:2]1[CH:6]=[CH:5][C:4]([NH:7][C:8]([C:10]2[C:15]([NH:16][C:17]3[CH:22]=[CH:21][CH:20]=[CH:25][CH:18]=3)=[CH:14][CH:13]=[C:12]([CH3:23])[N:11]=2)=[O:9])=[N:3]1, predict the reactants needed to synthesize it. The reactants are: [CH3:1][N:2]1[CH:6]=[CH:5][C:4]([NH:7][C:8]([C:10]2[C:15]([NH:16][C:17]3[CH:18]=N[CH:20]=[CH:21][CH:22]=3)=[CH:14][CH:13]=[C:12]([CH3:23])[N:11]=2)=[O:9])=[N:3]1.Br[C:25]1C=CC=CC=1. (2) Given the product [CH3:1][O:2][C:3]1[CH:4]=[C:5]([C:16]2[CH:17]=[C:18](/[CH:19]=[CH:27]/[C:26]([O:25][CH3:24])=[O:47])[CH:21]=[CH:22][CH:23]=2)[C:6]2[C:11](=[O:12])[O:10][C:9]([CH3:14])([CH3:13])[O:8][C:7]=2[CH:15]=1, predict the reactants needed to synthesize it. The reactants are: [CH3:1][O:2][C:3]1[CH:4]=[C:5]([C:16]2[CH:17]=[C:18]([CH:21]=[CH:22][CH:23]=2)[CH:19]=O)[C:6]2[C:11](=[O:12])[O:10][C:9]([CH3:14])([CH3:13])[O:8][C:7]=2[CH:15]=1.[CH3:24][O:25][C:26](=[O:47])[CH:27]=P(C1C=CC=CC=1)(C1C=CC=CC=1)C1C=CC=CC=1. (3) Given the product [F:12][C:13]1[CH:14]=[C:15]([S:19]([NH:1][C:2]2[CH:3]=[C:4]3[C:8](=[CH:9][CH:10]=2)[NH:7][N:6]=[C:5]3[I:11])(=[O:21])=[O:20])[CH:16]=[CH:17][CH:18]=1, predict the reactants needed to synthesize it. The reactants are: [NH2:1][C:2]1[CH:3]=[C:4]2[C:8](=[CH:9][CH:10]=1)[NH:7][N:6]=[C:5]2[I:11].[F:12][C:13]1[CH:14]=[C:15]([S:19](Cl)(=[O:21])=[O:20])[CH:16]=[CH:17][CH:18]=1. (4) The reactants are: [C:1]([C:3]1[CH:11]=[C:10]2[C:6]([C:7](/[CH:12]=[CH:13]/[C:14]([O:16][CH2:17][CH3:18])=[O:15])=[N:8][NH:9]2)=[CH:5][CH:4]=1)#N.C(O)(=[O:21])C. Given the product [CH:1]([C:3]1[CH:11]=[C:10]2[C:6]([C:7](/[CH:12]=[CH:13]/[C:14]([O:16][CH2:17][CH3:18])=[O:15])=[N:8][NH:9]2)=[CH:5][CH:4]=1)=[O:21], predict the reactants needed to synthesize it. (5) Given the product [CH2:1]([CH:3]1[CH2:26][N:25]([CH2:27][CH2:28][CH2:29][CH2:30][CH2:31][CH2:32][C:33]([OH:35])=[O:34])[C:6]2=[N:7][C:8]([C:18]3[CH:19]=[CH:20][C:21]([CH3:24])=[CH:22][CH:23]=3)=[C:9]([C:11]3[CH:12]=[CH:13][C:14]([CH3:17])=[CH:15][CH:16]=3)[N:10]=[C:5]2[CH2:4]1)[CH3:2], predict the reactants needed to synthesize it. The reactants are: [CH2:1]([CH:3]1[CH2:26][N:25]([CH2:27][CH2:28][CH2:29][CH2:30][CH2:31][CH2:32][C:33]([O:35]CC)=[O:34])[C:6]2=[N:7][C:8]([C:18]3[CH:23]=[CH:22][C:21]([CH3:24])=[CH:20][CH:19]=3)=[C:9]([C:11]3[CH:16]=[CH:15][C:14]([CH3:17])=[CH:13][CH:12]=3)[N:10]=[C:5]2[CH2:4]1)[CH3:2].O[Li].O. (6) Given the product [F:11][C:12]1[CH:13]=[CH:14][C:15]([C:18]2[N:22]=[C:21]([S:23][CH3:24])[N:20]([CH2:25][CH2:26][O:27][CH3:28])[C:19]=2[C:29]2[CH:34]=[CH:33][N:32]=[C:31]([NH:35][CH2:36][C:37](=[O:39])[CH3:38])[CH:30]=2)=[CH:16][CH:17]=1, predict the reactants needed to synthesize it. The reactants are: C(Cl)(=O)C(Cl)=O.CS(C)=O.[F:11][C:12]1[CH:17]=[CH:16][C:15]([C:18]2[N:22]=[C:21]([S:23][CH3:24])[N:20]([CH2:25][CH2:26][O:27][CH3:28])[C:19]=2[C:29]2[CH:34]=[CH:33][N:32]=[C:31]([NH:35][CH2:36][CH:37]([OH:39])[CH3:38])[CH:30]=2)=[CH:14][CH:13]=1.C(N(CC)CC)C.